From a dataset of Reaction yield outcomes from USPTO patents with 853,638 reactions. Predict the reaction yield, written as a fraction of the theoretical maximum amount of product (1.0 means a 100% yield; for example, 0.34 means a 34% yield). The reactants are CC(O)C.[OH-].[Na+].[C:7]([O:11][C:12]([NH:14][C@H:15]([CH2:20][C:21]1[CH:26]=[CH:25][C:24]([O:27]CC2C=CC=CC=2)=[CH:23][CH:22]=1)[C@@H:16]([OH:19])[CH2:17]Cl)=[O:13])([CH3:10])([CH3:9])[CH3:8].C(OC(N[C@H](CC1C=CC(OCC2C=CC=CC=2)=CC=1)[C@H]1OC1)=O)(C)(C)C. The catalyst is [OH-].[OH-].[Pd+2].O. The product is [C:7]([O:11][C:12]([NH:14][C@H:15]([CH2:20][C:21]1[CH:26]=[CH:25][C:24]([OH:27])=[CH:23][CH:22]=1)[C@H:16]1[O:19][CH2:17]1)=[O:13])([CH3:10])([CH3:9])[CH3:8]. The yield is 0.762.